Predict the reaction yield, written as a fraction of the theoretical maximum amount of product (1.0 means a 100% yield; for example, 0.34 means a 34% yield). From a dataset of Reaction yield outcomes from USPTO patents with 853,638 reactions. (1) The reactants are Br[C:2]1[CH:3]=[C:4]([C:7]2[N:12]([CH2:13][C:14]3[CH:19]=[CH:18][C:17]([F:20])=[CH:16][C:15]=3[F:21])[C:11](=[O:22])[C:10]([C:23]#[N:24])=[C:9]([C:25]([F:28])([F:27])[F:26])[CH:8]=2)[O:5][CH:6]=1.[CH2:29]([O:31][C:32]1[C:37]([C:38]([F:41])([F:40])[F:39])=[CH:36][C:35](B2OC(C)(C)C(C)(C)O2)=[CH:34][N:33]=1)[CH3:30].C(OC1C(C(F)(F)F)=CC(B(O)O)=CN=1)C.C(=O)([O-])[O-].[K+].[K+]. The catalyst is C1C=CC([P]([Pd]([P](C2C=CC=CC=2)(C2C=CC=CC=2)C2C=CC=CC=2)([P](C2C=CC=CC=2)(C2C=CC=CC=2)C2C=CC=CC=2)[P](C2C=CC=CC=2)(C2C=CC=CC=2)C2C=CC=CC=2)(C2C=CC=CC=2)C2C=CC=CC=2)=CC=1.COCCOC.O. The product is [F:21][C:15]1[CH:16]=[C:17]([F:20])[CH:18]=[CH:19][C:14]=1[CH2:13][N:12]1[C:7]([C:4]2[O:5][CH:6]=[C:2]([C:35]3[CH:34]=[N:33][C:32]([O:31][CH2:29][CH3:30])=[C:37]([C:38]([F:41])([F:40])[F:39])[CH:36]=3)[CH:3]=2)=[CH:8][C:9]([C:25]([F:28])([F:27])[F:26])=[C:10]([C:23]#[N:24])[C:11]1=[O:22]. The yield is 0.370. (2) The reactants are Br[CH2:2][C:3]([C:5]1[CH:10]=[CH:9][C:8]([F:11])=[CH:7][CH:6]=1)=O.[Cl:12][C:13]1[C:14]([NH2:19])=[N:15][CH:16]=[CH:17][N:18]=1.C(#N)C.[OH-].[Na+]. The catalyst is O.CC(O)C. The product is [Cl:12][C:13]1[C:14]2[N:15]([CH:2]=[C:3]([C:5]3[CH:10]=[CH:9][C:8]([F:11])=[CH:7][CH:6]=3)[N:19]=2)[CH:16]=[CH:17][N:18]=1. The yield is 0.554. (3) The reactants are [CH:1]1([S:4]([N:7]2[CH:11]=[C:10](B3OC(C)(C)C(C)(C)O3)[CH:9]=[N:8]2)(=[O:6])=[O:5])[CH2:3][CH2:2]1.Cl[C:22]1[N:27]=[C:26]([NH:28][C:29]2[N:34]=[CH:33][C:32]3[N:35]=[C:36]([CH3:41])[N:37]([CH:38]([CH3:40])[CH3:39])[C:31]=3[CH:30]=2)[CH:25]=[CH:24][N:23]=1.C([O-])([O-])=O.[Na+].[Na+]. The catalyst is C(#N)C. The product is [CH:1]1([S:4]([N:7]2[CH:11]=[C:10]([C:22]3[N:27]=[C:26]([NH:28][C:29]4[N:34]=[CH:33][C:32]5[N:35]=[C:36]([CH3:41])[N:37]([CH:38]([CH3:39])[CH3:40])[C:31]=5[CH:30]=4)[CH:25]=[CH:24][N:23]=3)[CH:9]=[N:8]2)(=[O:5])=[O:6])[CH2:2][CH2:3]1. The yield is 0.0500. (4) The reactants are [CH:1]([C@H:4]1[N:9]([C:10]2[N:15]=[C:14]([C:16]([F:19])([F:18])[F:17])[C:13]([CH3:20])=[CH:12][N:11]=2)[CH2:8][CH2:7][N:6]2[C:21]3[CH:27]=[C:26]([S:28]([CH3:31])(=[O:30])=[O:29])[C:25]([C:32](OC)=[O:33])=[CH:24][C:22]=3[N:23]=[C:5]12)([CH3:3])[CH3:2].CC(C[AlH]CC(C)C)C. The catalyst is C1(C)C=CC=CC=1. The product is [CH:1]([C@H:4]1[N:9]([C:10]2[N:15]=[C:14]([C:16]([F:19])([F:17])[F:18])[C:13]([CH3:20])=[CH:12][N:11]=2)[CH2:8][CH2:7][N:6]2[C:21]3[CH:27]=[C:26]([S:28]([CH3:31])(=[O:29])=[O:30])[C:25]([CH2:32][OH:33])=[CH:24][C:22]=3[N:23]=[C:5]12)([CH3:3])[CH3:2]. The yield is 0.460. (5) The reactants are S(Cl)(Cl)=O.[Cl:5][C:6]1[CH:11]=[CH:10][C:9]([N+:12]([O-:14])=[O:13])=[CH:8][C:7]=1[S:15]([OH:18])(=O)=[O:16].S(Cl)(Cl)(=O)=O.[NH4+:24].[OH-]. The catalyst is C1(C)C=CC=CC=1.O1CCCC1.CN(C)C=O. The product is [Cl:5][C:6]1[CH:11]=[CH:10][C:9]([N+:12]([O-:14])=[O:13])=[CH:8][C:7]=1[S:15]([NH2:24])(=[O:18])=[O:16]. The yield is 0.800. (6) The reactants are [Cl:1][C:2]1[CH:11]=[CH:10][C:9]2[C:4](=[CH:5][CH:6]=[C:7]([OH:12])[CH:8]=2)[N:3]=1.[B-](F)(F)(F)[F:14].[B-](F)(F)(F)F.C1[N+]2(CCl)CC[N+](F)(CC2)C1. The catalyst is CC#N. The product is [Cl:1][C:2]1[CH:11]=[CH:10][C:9]2[C:4](=[CH:5][CH:6]=[C:7]([OH:12])[C:8]=2[F:14])[N:3]=1. The yield is 0.210.